Task: Predict the reactants needed to synthesize the given product.. Dataset: Full USPTO retrosynthesis dataset with 1.9M reactions from patents (1976-2016) The reactants are: [O:1]1[CH2:5][CH2:4][CH2:3][C@H:2]1[C@@H:6]1[O:14][CH2:13][C:9]2=[N:10][O:11][CH2:12][C@@H:8]2[CH2:7]1.[F:15][C:16]1[CH:21]=[C:20]([F:22])[CH:19]=[CH:18][C:17]=1C12COC([C@@H]3C[C@H]3C)CC1CON2. Given the product [F:15][C:16]1[CH:21]=[C:20]([F:22])[CH:19]=[CH:18][C:17]=1[C@:9]12[CH2:13][O:14][C@@H:6]([C@@H:2]3[CH2:3][CH2:4][CH2:5][O:1]3)[CH2:7][C@H:8]1[CH2:12][O:11][NH:10]2, predict the reactants needed to synthesize it.